Dataset: Forward reaction prediction with 1.9M reactions from USPTO patents (1976-2016). Task: Predict the product of the given reaction. (1) Given the reactants C(=O)([O-])[O-].[K+].[K+].[OH:7][C:8]1[C:13]([CH3:14])=[C:12]([OH:15])[CH:11]=[CH:10][C:9]=1[C:16](=[O:21])[CH2:17][CH:18]([CH3:20])[CH3:19].Br[CH2:23][CH2:24][CH2:25][CH2:26][O:27][C:28]1[CH:35]=[CH:34][C:31]([C:32]#[N:33])=[CH:30][CH:29]=1, predict the reaction product. The product is: [OH:7][C:8]1[C:13]([CH3:14])=[C:12]([CH:11]=[CH:10][C:9]=1[C:16](=[O:21])[CH2:17][CH:18]([CH3:19])[CH3:20])[O:15][CH2:23][CH2:24][CH2:25][CH2:26][O:27][C:28]1[CH:29]=[CH:30][C:31]([C:32]#[N:33])=[CH:34][CH:35]=1. (2) Given the reactants Cl[C:2]1[C:7]2[C:8]([C:23]#[C:24][C:25]3[CH:30]=[C:29]([O:31][CH3:32])[CH:28]=[C:27]([O:33][CH3:34])[CH:26]=3)=[CH:9][N:10]([C@H:11]3[CH2:15][CH2:14][N:13]([C:16]([O:18][C:19]([CH3:22])([CH3:21])[CH3:20])=[O:17])[CH2:12]3)[C:6]=2[CH:5]=[CH:4][N:3]=1.C1(P(C2C=CC=CC=2)C2C=CC3C(=CC=CC=3)C=2C2C3C(=CC=CC=3)C=CC=2P(C2C=CC=CC=2)C2C=CC=CC=2)C=CC=CC=1.CC(C)([O-])C.[Na+].C(=[NH:100])(C1C=CC=CC=1)C1C=CC=CC=1, predict the reaction product. The product is: [NH2:100][C:2]1[C:7]2[C:8]([C:23]#[C:24][C:25]3[CH:30]=[C:29]([O:31][CH3:32])[CH:28]=[C:27]([O:33][CH3:34])[CH:26]=3)=[CH:9][N:10]([C@H:11]3[CH2:15][CH2:14][N:13]([C:16]([O:18][C:19]([CH3:22])([CH3:21])[CH3:20])=[O:17])[CH2:12]3)[C:6]=2[CH:5]=[CH:4][N:3]=1. (3) Given the reactants [NH2:1][C:2]1[CH:3]=[C:4]([C:8]2[N:13]3[N:14]=[CH:15][C:16]([C:17]([C:19]4[S:20][CH:21]=[CH:22][CH:23]=4)=[O:18])=[C:12]3[N:11]=[CH:10][CH:9]=2)[CH:5]=[CH:6][CH:7]=1.[CH3:24][C:25](=[CH2:28])[CH:26]=O, predict the reaction product. The product is: [CH3:26][C:25](=[CH2:24])[CH2:28][NH:1][C:2]1[CH:3]=[C:4]([C:8]2[N:13]3[N:14]=[CH:15][C:16]([C:17]([C:19]4[S:20][CH:21]=[CH:22][CH:23]=4)=[O:18])=[C:12]3[N:11]=[CH:10][CH:9]=2)[CH:5]=[CH:6][CH:7]=1. (4) Given the reactants [C:1]([O:5][C:6]([N:8]1[CH2:13][CH2:12][CH2:11][CH2:10][CH2:9]1)=[O:7])([CH3:4])([CH3:3])[CH3:2].[NH:14]1[CH:18]=[CH:17][CH:16]=[C:15]1[C:19]([OH:21])=O.C1C=CC2N(O)N=NC=2C=1.CC[N:34]=[C:35]=[N:36]CCCN(C)C.Cl.C(N(CC)CC)C, predict the reaction product. The product is: [C:1]([O:5][C:6]([N:8]1[CH2:13][CH2:12][CH2:11][CH:10]([C:35]2[N:36]=[C:19]([C:15]3[NH:14][CH:18]=[CH:17][CH:16]=3)[O:21][N:34]=2)[CH2:9]1)=[O:7])([CH3:4])([CH3:2])[CH3:3].